This data is from Forward reaction prediction with 1.9M reactions from USPTO patents (1976-2016). The task is: Predict the product of the given reaction. (1) Given the reactants [NH2:1][C:2]1[C:3]([Cl:9])=[N:4][CH:5]=[CH:6][C:7]=1[NH2:8].[C:10](N1C=CN=C1)(N1C=CN=C1)=[O:11], predict the reaction product. The product is: [Cl:9][C:3]1[C:2]2[NH:1][C:10]([OH:11])=[N:8][C:7]=2[CH:6]=[CH:5][N:4]=1. (2) Given the reactants I[C:2]1[C:10]2[C:5](=[CH:6][C:7]([C:11]([O:13][CH3:14])=[O:12])=[CH:8][CH:9]=2)[NH:4][N:3]=1.[C:15]([O:19][C:20]([N:22]1[C:30]2[C:25](=[CH:26][C:27]([CH2:31][O:32][Si](C(C)(C)C)(C)C)=[CH:28][CH:29]=2)[CH:24]=[C:23]1B(O)O)=[O:21])([CH3:18])([CH3:17])[CH3:16].[Cl-].[Li+].C(=O)([O-])[O-].[Na+].[Na+].F.F.F.C(N(CC)CC)C, predict the reaction product. The product is: [C:15]([O:19][C:20]([N:22]1[C:30]2[C:25](=[CH:26][C:27]([CH2:31][OH:32])=[CH:28][CH:29]=2)[CH:24]=[C:23]1[CH:2]1[C:10]2[C:5](=[CH:6][C:7]([C:11]([O:13][CH3:14])=[O:12])=[CH:8][CH:9]=2)[NH:4][NH:3]1)=[O:21])([CH3:18])([CH3:16])[CH3:17]. (3) Given the reactants CN(C(ON1N=NC2C=CC=NC1=2)=[N+](C)C)C.F[P-](F)(F)(F)(F)F.[CH2:25]([NH:27][CH2:28][C:29]([NH:31][CH2:32][CH2:33][F:34])=[O:30])[CH3:26].[CH2:35]([S:37]([N:40]1[C:52]2[CH2:51][CH2:50][CH:49]([CH:53]3[CH2:58][CH2:57][O:56][CH2:55][CH2:54]3)[CH2:48][C:47]=2[C:46]2[C:41]1=[CH:42][CH:43]=[C:44]([C:59](O)=[O:60])[CH:45]=2)(=[O:39])=[O:38])[CH3:36].C(N(CC)C(C)C)(C)C, predict the reaction product. The product is: [CH2:25]([N:27]([CH2:28][C:29]([NH:31][CH2:32][CH2:33][F:34])=[O:30])[C:59]([C:44]1[CH:45]=[C:46]2[C:41](=[CH:42][CH:43]=1)[N:40]([S:37]([CH2:35][CH3:36])(=[O:39])=[O:38])[C:52]1[CH2:51][CH2:50][CH:49]([CH:53]3[CH2:58][CH2:57][O:56][CH2:55][CH2:54]3)[CH2:48][C:47]2=1)=[O:60])[CH3:26]. (4) Given the reactants Br/[CH:2]=[CH:3]/[CH2:4][CH:5]([OH:8])[CH2:6][OH:7].[C:9]([O:13][C:14]([NH:16][C:17]([CH3:35])([CH3:34])[C@H:18]([NH:23][C:24](=[O:33])[C:25]1[CH:30]=[CH:29][C:28]([C:31]#[CH:32])=[CH:27][CH:26]=1)[C:19]([O:21][CH3:22])=[O:20])=[O:15])([CH3:12])([CH3:11])[CH3:10], predict the reaction product. The product is: [CH3:22][O:21][C:19](=[O:20])[C@@H:18]([NH:23][C:24](=[O:33])[C:25]1[CH:30]=[CH:29][C:28]([C:31]#[C:32]/[CH:2]=[CH:3]/[CH2:4][CH:5]([OH:8])[CH2:6][OH:7])=[CH:27][CH:26]=1)[C:17]([NH:16][C:14]([O:13][C:9]([CH3:12])([CH3:11])[CH3:10])=[O:15])([CH3:34])[CH3:35]. (5) Given the reactants [NH:1]([C:6]([O:8][C:9]([CH3:12])([CH3:11])[CH3:10])=[O:7])[CH2:2][C:3]([OH:5])=O.ON1C2C=CC=CC=2N=N1.Cl.CN(C)CCCN=C=NCC.[OH-].[Na+].Cl.[C:38]([NH:46][C@H:47]1[CH2:51][NH:50][C@H:49]([C:52]([O:54][CH3:55])=[O:53])[CH2:48]1)(=[O:45])[C:39]1[CH:44]=[CH:43][CH:42]=[CH:41][CH:40]=1, predict the reaction product. The product is: [CH3:55][O:54][C:52]([C@@H:49]1[CH2:48][C@@H:47]([NH:46][C:38](=[O:45])[C:39]2[CH:44]=[CH:43][CH:42]=[CH:41][CH:40]=2)[CH2:51][N:50]1[C:3](=[O:5])[CH2:2][NH:1][C:6]([O:8][C:9]([CH3:12])([CH3:11])[CH3:10])=[O:7])=[O:53].